Predict the reactants needed to synthesize the given product. From a dataset of Full USPTO retrosynthesis dataset with 1.9M reactions from patents (1976-2016). (1) Given the product [Cl:1][C:2]1[C:3]([O:30][C@H:31]2[CH2:37][CH2:36][CH2:35][CH2:34][CH2:33][C@@H:32]2[C:38]2[N:42]([CH3:43])[N:41]=[CH:40][CH:39]=2)=[CH:4][C:5]([F:29])=[C:6]([S:8]([NH:11][C:12]2[CH:17]=[CH:16][N:15]=[CH:14][N:13]=2)(=[O:10])=[O:9])[CH:7]=1, predict the reactants needed to synthesize it. The reactants are: [Cl:1][C:2]1[C:3]([O:30][C@H:31]2[CH2:37][CH2:36][CH2:35][CH2:34][CH2:33][C@@H:32]2[C:38]2[N:42]([CH3:43])[N:41]=[CH:40][CH:39]=2)=[CH:4][C:5]([F:29])=[C:6]([S:8]([N:11](CC2C=CC(OC)=CC=2OC)[C:12]2[CH:17]=[CH:16][N:15]=[CH:14][N:13]=2)(=[O:10])=[O:9])[CH:7]=1.C([SiH](CC)CC)C.FC(F)(F)C(O)=O. (2) Given the product [CH:2]1[C:14]2[C:13](=[NH:16])[C:12]3[C:7](=[CH:8][CH:9]=[CH:10][CH:11]=3)[C:6]=2[CH:5]=[CH:4][CH:3]=1, predict the reactants needed to synthesize it. The reactants are: Cl.[C:2]1(=N)[C:14]2[C:6]([C:7]3[C:12]([CH:13]=2)=[CH:11][CH:10]=[CH:9][CH:8]=3)=[CH:5][CH:4]=[CH:3]1.[NH4+:16].[OH-]. (3) Given the product [NH2:27][C:20]1[N:19]=[C:18]2[C:23]([N:24]=[CH:25][N:17]2[C@@H:13]2[O:12][C@H:11]([CH2:28][OH:29])[C@@H:10]([OH:9])[C@:14]2([F:16])[CH3:15])=[C:22]([N:40]([CH3:41])[CH3:39])[N:21]=1, predict the reactants needed to synthesize it. The reactants are: C([O:9][C@H:10]1[C@:14]([F:16])([CH3:15])[C@H:13]([N:17]2[CH:25]=[N:24][C:23]3[C:18]2=[N:19][C:20]([NH2:27])=[N:21][C:22]=3Cl)[O:12][C@@H:11]1[CH2:28][O:29]C(=O)C1C=CC=CC=1)(=O)C1C=CC=CC=1.Cl.[CH3:39][NH:40][CH3:41].N12CCCN=C1CCCCC2.O.CO.